From a dataset of Peptide-MHC class II binding affinity with 134,281 pairs from IEDB. Regression. Given a peptide amino acid sequence and an MHC pseudo amino acid sequence, predict their binding affinity value. This is MHC class II binding data. (1) The peptide sequence is TEAVQKIATESIVIWGKTPKFRL. The MHC is DRB1_1201 with pseudo-sequence DRB1_1201. The binding affinity (normalized) is 0.431. (2) The peptide sequence is RKLRTLILAPTRVVA. The MHC is DRB1_0101 with pseudo-sequence DRB1_0101. The binding affinity (normalized) is 0.702. (3) The peptide sequence is HAAIGAYLEEQEQWK. The MHC is HLA-DQA10201-DQB10303 with pseudo-sequence HLA-DQA10201-DQB10303. The binding affinity (normalized) is 0.306. (4) The peptide sequence is WHTTKGAALMSGEGRL. The MHC is DRB1_0404 with pseudo-sequence DRB1_0404. The binding affinity (normalized) is 0. (5) The peptide sequence is RLLVLDAVALERWPG. The MHC is DRB1_0701 with pseudo-sequence DRB1_0701. The binding affinity (normalized) is 0.421. (6) The peptide sequence is EHLSSLRNLCELLGV. The MHC is DRB1_0301 with pseudo-sequence DRB1_0301. The binding affinity (normalized) is 0.194. (7) The peptide sequence is GWYLVAATAAAATLR. The MHC is DRB1_0405 with pseudo-sequence DRB1_0405. The binding affinity (normalized) is 0.172.